Dataset: M1 muscarinic receptor agonist screen with 61,833 compounds. Task: Binary Classification. Given a drug SMILES string, predict its activity (active/inactive) in a high-throughput screening assay against a specified biological target. The drug is S(c1n2c(nn1)c(CC)c(nc2N)C)CC(=O)Nc1c(OCC)cccc1. The result is 0 (inactive).